Predict the reactants needed to synthesize the given product. From a dataset of Full USPTO retrosynthesis dataset with 1.9M reactions from patents (1976-2016). (1) Given the product [C:11]([C:10]1[CH:9]=[C:8]([CH:5]2[CH2:6][CH2:7][CH:2]([N:16]3[CH2:19][CH:18]([NH:20][C:21]([CH2:23][NH:24][C:25](=[O:36])[C:26]4[CH:31]=[CH:30][CH:29]=[C:28]([C:32]([F:35])([F:33])[F:34])[CH:27]=4)=[O:22])[CH2:17]3)[CH2:3][CH2:4]2)[CH:15]=[CH:14][CH:13]=1)#[N:12], predict the reactants needed to synthesize it. The reactants are: O=[C:2]1[CH2:7][CH2:6][C:5]([C:8]2[CH:9]=[C:10]([CH:13]=[CH:14][CH:15]=2)[C:11]#[N:12])=[CH:4][CH2:3]1.[NH:16]1[CH2:19][CH:18]([NH:20][C:21]([CH2:23][NH:24][C:25](=[O:36])[C:26]2[CH:31]=[CH:30][CH:29]=[C:28]([C:32]([F:35])([F:34])[F:33])[CH:27]=2)=[O:22])[CH2:17]1. (2) Given the product [C:1]([O:5][C:6](=[O:8])[NH2:7])([CH3:4])([CH3:3])[CH3:2].[NH2:9][CH2:10][CH2:11][NH:12][S:13]([C:16]1[C:17]2[CH:18]=[CH:19][N:20]=[CH:21][C:22]=2[CH:23]=[C:24]([C:27]2[CH:32]=[CH:31][CH:30]=[CH:29][CH:28]=2)[CH:25]=1)(=[O:15])=[O:14], predict the reactants needed to synthesize it. The reactants are: [C:1]([O:5][C:6](=[O:8])[NH2:7])([CH3:4])([CH3:3])[CH3:2].[NH2:9][CH2:10][CH2:11][NH:12][S:13]([C:16]1[C:17]2[CH:18]=[CH:19][N:20]=[CH:21][C:22]=2[CH:23]=[C:24](Br)[CH:25]=1)(=[O:15])=[O:14].[C:27]1(B2OCCCO2)[CH:32]=[CH:31][CH:30]=[CH:29][CH:28]=1.C([O-])([O-])=O.[Na+].[Na+]. (3) Given the product [CH3:1][O:2][C:3]1[CH:4]=[C:5]([C:11]2[CH:16]=[C:15]([N:17]3[CH2:18][CH2:19][CH2:20][CH2:21]3)[N:14]=[C:13]([CH2:22][CH2:23][C:24]3[N:33]=[C:32]([N:34]4[CH2:39][CH2:38][N:37]([CH3:40])[CH2:36][CH2:35]4)[C:31]4[C:26](=[CH:27][CH:28]=[CH:29][CH:30]=4)[N:25]=3)[N:12]=2)[CH:6]=[CH:7][C:8]=1[O:9][CH3:10], predict the reactants needed to synthesize it. The reactants are: [CH3:1][O:2][C:3]1[CH:4]=[C:5]([C:11]2[CH:16]=[C:15]([N:17]3[CH2:21][CH2:20][CH2:19][CH2:18]3)[N:14]=[C:13](/[CH:22]=[CH:23]/[C:24]3[N:33]=[C:32]([N:34]4[CH2:39][CH2:38][N:37]([CH3:40])[CH2:36][CH2:35]4)[C:31]4[C:26](=[CH:27][CH:28]=[CH:29][CH:30]=4)[N:25]=3)[N:12]=2)[CH:6]=[CH:7][C:8]=1[O:9][CH3:10].O1CCCC1. (4) Given the product [Cl:21][C:18]1[CH:19]=[CH:20][C:15]([S:12]([NH:11][C:4]2[C:5]([C:8]([N:32]3[C:31]4[CH:36]=[C:27]([F:26])[CH:28]=[CH:29][C:30]=4[O:35][CH2:34][CH2:33]3)=[O:9])=[N:6][CH:7]=[C:2]([Cl:1])[CH:3]=2)(=[O:14])=[O:13])=[CH:16][C:17]=1[C:22]([F:23])([F:25])[F:24], predict the reactants needed to synthesize it. The reactants are: [Cl:1][C:2]1[CH:3]=[C:4]([NH:11][S:12]([C:15]2[CH:20]=[CH:19][C:18]([Cl:21])=[C:17]([C:22]([F:25])([F:24])[F:23])[CH:16]=2)(=[O:14])=[O:13])[C:5]([C:8](O)=[O:9])=[N:6][CH:7]=1.[F:26][C:27]1[CH:28]=[CH:29][C:30]2[O:35][CH2:34][CH2:33][NH:32][C:31]=2[CH:36]=1.C(P1(=O)OP(CCC)(=O)OP(CCC)(=O)O1)CC. (5) Given the product [CH3:14][O:15][C:16]1[CH:17]=[C:18]([S:24]([NH:7][C:6]2[N:2]([CH3:1])[N:3]=[C:4]([C:8]3[CH:9]=[CH:10][CH:11]=[CH:12][CH:13]=3)[N:5]=2)(=[O:25])=[O:26])[CH:19]=[CH:20][C:21]=1[O:22][CH3:23], predict the reactants needed to synthesize it. The reactants are: [CH3:1][N:2]1[C:6]([NH2:7])=[N:5][C:4]([C:8]2[CH:13]=[CH:12][CH:11]=[CH:10][CH:9]=2)=[N:3]1.[CH3:14][O:15][C:16]1[CH:17]=[C:18]([S:24](Cl)(=[O:26])=[O:25])[CH:19]=[CH:20][C:21]=1[O:22][CH3:23]. (6) Given the product [CH3:1][N:2]([CH2:27][CH2:26][CH2:25][CH2:24][CH2:23][CH2:22][CH2:21][CH2:20][CH2:19][CH2:18]/[CH:17]=[CH:16]\[CH2:15]/[CH:14]=[CH:13]\[CH2:12][CH2:11][CH2:10][CH2:9][CH3:8])[CH2:8][CH2:9][CH2:10][CH2:11][CH2:12][CH2:13][CH2:14][CH2:15][CH2:16][CH2:17]/[CH:18]=[CH:19]\[CH2:20]/[CH:21]=[CH:22]\[CH2:23][CH2:24][CH2:25][CH2:26][CH3:27], predict the reactants needed to synthesize it. The reactants are: [CH3:1][NH2:2].CS(O[CH2:8][CH2:9][CH2:10][CH2:11][CH2:12][CH2:13][CH2:14][CH2:15][CH2:16][CH2:17]/[CH:18]=[CH:19]\[CH2:20]/[CH:21]=[CH:22]\[CH2:23][CH2:24][CH2:25][CH2:26][CH3:27])(=O)=O. (7) Given the product [CH2:5]1[C:6]2[C:11](=[CH:10][CH:9]=[CH:8][CH:7]=2)[CH2:12][C@@H:3]([CH2:1][N:20]2[CH2:25][CH2:24][CH:23]([OH:26])[CH2:22][CH2:21]2)[NH:4]1, predict the reactants needed to synthesize it. The reactants are: [CH:1]([C@@H:3]1[CH2:12][C:11]2[C:6](=[CH:7][CH:8]=[CH:9][CH:10]=2)[CH2:5][N:4]1C(OC(C)(C)C)=O)=O.[NH:20]1[CH2:25][CH2:24][CH:23]([OH:26])[CH2:22][CH2:21]1. (8) Given the product [CH2:16]([O:5][C:4](=[O:6])[C:3]1[CH:7]=[CH:8][C:9]([CH3:11])=[N:10][C:2]=1[Cl:1])[CH3:17], predict the reactants needed to synthesize it. The reactants are: [Cl:1][C:2]1[N:10]=[C:9]([CH3:11])[CH:8]=[CH:7][C:3]=1[C:4]([OH:6])=[O:5].S(Cl)(Cl)=O.[CH3:16][CH2:17]O.